This data is from Peptide-MHC class II binding affinity with 134,281 pairs from IEDB. The task is: Regression. Given a peptide amino acid sequence and an MHC pseudo amino acid sequence, predict their binding affinity value. This is MHC class II binding data. (1) The peptide sequence is AFKIAATAANAAPTN. The MHC is HLA-DQA10101-DQB10501 with pseudo-sequence HLA-DQA10101-DQB10501. The binding affinity (normalized) is 0.100. (2) The peptide sequence is PKKYFAATQFEPLAA. The MHC is HLA-DQA10401-DQB10402 with pseudo-sequence HLA-DQA10401-DQB10402. The binding affinity (normalized) is 0.343. (3) The peptide sequence is TLTAFGFASADLIEI. The MHC is HLA-DQA10501-DQB10301 with pseudo-sequence HLA-DQA10501-DQB10301. The binding affinity (normalized) is 0.571.